This data is from Forward reaction prediction with 1.9M reactions from USPTO patents (1976-2016). The task is: Predict the product of the given reaction. (1) Given the reactants [S:1]1[CH:5]=[CH:4][CH:3]=[C:2]1[CH:6]=O.[CH3:8][O:9][CH2:10][CH2:11][NH2:12].[C:13]1(=[O:24])[O:19][C:17](=O)[C:16]2=[CH:20][CH:21]=[CH:22][CH:23]=[C:15]2[CH2:14]1.[N:25]1[C:34]2[C:29](=[CH:30][C:31]([NH2:35])=[CH:32][CH:33]=2)[N:28]=[CH:27][CH:26]=1, predict the reaction product. The product is: [CH3:8][O:9][CH2:10][CH2:11][N:12]1[CH:6]([C:2]2[S:1][CH:5]=[CH:4][CH:3]=2)[CH:14]([C:13]([NH:35][C:31]2[CH:30]=[C:29]3[C:34](=[CH:33][CH:32]=2)[N:25]=[CH:26][CH:27]=[N:28]3)=[O:24])[C:15]2[C:16](=[CH:20][CH:21]=[CH:22][CH:23]=2)[C:17]1=[O:19]. (2) Given the reactants [NH2:1][C:2]1[C:7]([F:8])=[C:6]([C:9]2[CH:14]=[CH:13][C:12]([Cl:15])=[C:11]([O:16][CH3:17])[C:10]=2[F:18])[N:5]=[C:4]([C:19]([O:21][CH:22]([CH3:24])[CH3:23])=[O:20])[CH:3]=1.C([O-])(=O)C.[Na+].[I:30]Cl, predict the reaction product. The product is: [NH2:1][C:2]1[C:7]([F:8])=[C:6]([C:9]2[CH:14]=[CH:13][C:12]([Cl:15])=[C:11]([O:16][CH3:17])[C:10]=2[F:18])[N:5]=[C:4]([C:19]([O:21][CH:22]([CH3:24])[CH3:23])=[O:20])[C:3]=1[I:30]. (3) Given the reactants [Cl:1][C:2]1[CH:21]=[CH:20][C:5]([CH2:6][N:7]2[C:15]3[C:10](=[CH:11][CH:12]=[CH:13][CH:14]=3)[C:9]([C:16]([OH:19])(C)[CH3:17])=[N:8]2)=[C:4]([CH3:22])[CH:3]=1.ClC1C=CC(CN2C3C(=CC=CC=3)C(C=O)=N2)=C(C)C=1, predict the reaction product. The product is: [Cl:1][C:2]1[CH:21]=[CH:20][C:5]([CH2:6][N:7]2[C:15]3[C:10](=[CH:11][CH:12]=[CH:13][CH:14]=3)[C:9]([CH:16]([OH:19])[CH3:17])=[N:8]2)=[C:4]([CH3:22])[CH:3]=1.